From a dataset of Catalyst prediction with 721,799 reactions and 888 catalyst types from USPTO. Predict which catalyst facilitates the given reaction. (1) The catalyst class is: 305. Product: [Cl:6][C:7]1[CH:8]=[C:9]2[C:13](=[CH:14][CH:15]=1)[C:12]([CH:1]1[CH2:3][CH2:2]1)([OH:16])[CH2:11][CH2:10]2.[Cl:17][C:18]1[CH:26]=[C:25]2[C:21]([CH2:22][CH2:23][C:24]2([CH:1]2[CH2:3][CH2:2]2)[OH:27])=[CH:20][CH:19]=1. Reactant: [CH:1]1([Mg]Br)[CH2:3][CH2:2]1.[Cl:6][C:7]1[CH:8]=[C:9]2[C:13](=[CH:14][CH:15]=1)[C:12](=[O:16])[CH2:11][CH2:10]2.[Cl:17][C:18]1[CH:26]=[C:25]2[C:21]([CH2:22][CH2:23][C:24]2=[O:27])=[CH:20][CH:19]=1. (2) Reactant: [N:1]([O-])=O.[Na+].[Cl:5][C:6]1[C:11]([CH3:12])=[C:10]([NH2:13])[C:9]([O:14][CH3:15])=[CH:8][N:7]=1. Product: [Cl:5][C:6]1[C:11]2[CH:12]=[N:1][NH:13][C:10]=2[C:9]([O:14][CH3:15])=[CH:8][N:7]=1. The catalyst class is: 211. (3) Reactant: [CH3:1][O:2][C:3]1[CH:11]=[C:10]2[C:6]([C:7]([CH2:18][C:19]3[N:24]=[C:23]([C:25](OC)=[O:26])[CH:22]=[CH:21][CH:20]=3)=[C:8]([C:12]3[CH:17]=[CH:16][CH:15]=[CH:14][CH:13]=3)[NH:9]2)=[CH:5][CH:4]=1.[BH4-].[Na+].[Cl-].[NH4+]. Product: [CH3:1][O:2][C:3]1[CH:11]=[C:10]2[C:6]([C:7]([CH2:18][C:19]3[N:24]=[C:23]([CH2:25][OH:26])[CH:22]=[CH:21][CH:20]=3)=[C:8]([C:12]3[CH:17]=[CH:16][CH:15]=[CH:14][CH:13]=3)[NH:9]2)=[CH:5][CH:4]=1. The catalyst class is: 111. (4) Reactant: [Br:1][C:2]1=[C:3]([Br:9])[C:4]([O:6][C:7]1=[O:8])=O.FC(F)(F)C([O-])=O.[O:17]=[C:18]1[NH:22][CH:21]2[CH:23]([CH2:26][CH2:27][CH2:28][CH2:29][C:30]([NH:32][CH2:33][CH2:34][O:35][CH2:36][CH2:37][O:38][CH2:39][CH2:40][NH3+:41])=[O:31])[S:24][CH2:25][CH:20]2[NH:19]1.C1(C)C=CC=CC=1.CO.C(Cl)Cl. Product: [Br:9][C:3]1[C:4](=[O:6])[N:41]([CH2:40][CH2:39][O:38][CH2:37][CH2:36][O:35][CH2:34][CH2:33][NH:32][C:30](=[O:31])[CH2:29][CH2:28][CH2:27][CH2:26][CH:23]2[CH:21]3[NH:22][C:18](=[O:17])[NH:19][CH:20]3[CH2:25][S:24]2)[C:7](=[O:8])[C:2]=1[Br:1]. The catalyst class is: 52. (5) Reactant: [F:1][CH:2]1[CH:7]([CH2:8][C:9]([O:11][CH2:12][CH3:13])=[O:10])[CH2:6][CH2:5][NH:4][CH2:3]1.[C:14]([O:18][C:19]([N:21]([CH2:23][CH:24]=O)[CH3:22])=[O:20])([CH3:17])([CH3:16])[CH3:15].[BH-](OC(C)=O)(OC(C)=O)OC(C)=O.[Na+].C(O)(=O)C. Product: [F:1][CH:2]1[CH:7]([CH2:8][C:9]([O:11][CH2:12][CH3:13])=[O:10])[CH2:6][CH2:5][N:4]([CH2:24][CH2:23][N:21]([C:19]([O:18][C:14]([CH3:15])([CH3:17])[CH3:16])=[O:20])[CH3:22])[CH2:3]1. The catalyst class is: 1. (6) Reactant: [F:1][C@H:2]1[CH2:19][C@@:17]2([CH3:18])[C@@H:13]([CH2:14][CH2:15][C:16]2=[O:20])[C@H:12]2[C@H:3]1[C@@H:4]1[C:9]([CH2:10][C@H:11]2[CH3:21])=[CH:8][C:7](=[O:22])[CH2:6][CH2:5]1.C(O)C.O.[BH4-].[Na+]. Product: [F:1][C@H:2]1[CH2:19][C@@:17]2([CH3:18])[C@@H:13]([CH2:14][CH2:15][C@@H:16]2[OH:20])[C@H:12]2[C@H:3]1[C@@H:4]1[C:9]([CH2:10][C@H:11]2[CH3:21])=[CH:8][C:7](=[O:22])[CH2:6][CH2:5]1. The catalyst class is: 7. (7) Reactant: [OH:1][C:2]1[CH:11]=[CH:10][C:5]2[C:6]([CH3:9])=[N:7][O:8][C:4]=2[C:3]=1[CH:12]=[O:13].[C:14]([O-])([O-])=O.[K+].[K+].S(OC)(OC)(=O)=O. Product: [CH3:14][O:1][C:2]1[CH:11]=[CH:10][C:5]2[C:6]([CH3:9])=[N:7][O:8][C:4]=2[C:3]=1[CH:12]=[O:13]. The catalyst class is: 21. (8) Reactant: [Cl:1][C:2]1[CH:18]=[CH:17][CH:16]=[C:15]([Cl:19])[C:3]=1[C:4]([NH:6][C:7]1[C:8]([C:12]([OH:14])=O)=[N:9][NH:10][CH:11]=1)=[O:5].FC(F)(F)C(O)=O.[CH3:27][S:28]([N:31]1[CH2:36][CH2:35][CH:34]([NH2:37])[CH2:33][CH2:32]1)(=[O:30])=[O:29].C(Cl)CCl.C1C=CC2N(O)N=NC=2C=1.C(N(CC)CC)C. Product: [CH3:27][S:28]([N:31]1[CH2:32][CH2:33][CH:34]([NH:37][C:12]([C:8]2[C:7]([NH:6][C:4](=[O:5])[C:3]3[C:15]([Cl:19])=[CH:16][CH:17]=[CH:18][C:2]=3[Cl:1])=[CH:11][NH:10][N:9]=2)=[O:14])[CH2:35][CH2:36]1)(=[O:30])=[O:29]. The catalyst class is: 3. (9) Reactant: N(C(OC(C)C)=O)=NC(OC(C)C)=O.[C:15]([Si:19]([CH3:25])([CH3:24])[O:20][CH2:21][CH2:22][OH:23])([CH3:18])([CH3:17])[CH3:16].[CH2:26]([O:28][C:29](=[O:60])[C@@H:30]([O:58][CH3:59])[CH2:31][C:32]1[CH:37]=[CH:36][C:35]([O:38][CH2:39][CH2:40][CH2:41][O:42][C:43]2[CH:48]=[CH:47][C:46]([C:49](=[O:57])[C:50]3[CH:55]=[CH:54][C:53](O)=[CH:52][CH:51]=3)=[CH:45][CH:44]=2)=[CH:34][CH:33]=1)[CH3:27].C1(P(C2C=CC=CC=2)C2C=CC=CC=2)C=CC=CC=1. Product: [CH2:26]([O:28][C:29](=[O:60])[C@@H:30]([O:58][CH3:59])[CH2:31][C:32]1[CH:33]=[CH:34][C:35]([O:38][CH2:39][CH2:40][CH2:41][O:42][C:43]2[CH:44]=[CH:45][C:46]([C:49](=[O:57])[C:50]3[CH:51]=[CH:52][C:53]([O:23][CH2:22][CH2:21][O:20][Si:19]([C:15]([CH3:18])([CH3:17])[CH3:16])([CH3:25])[CH3:24])=[CH:54][CH:55]=3)=[CH:47][CH:48]=2)=[CH:36][CH:37]=1)[CH3:27]. The catalyst class is: 11.